This data is from Reaction yield outcomes from USPTO patents with 853,638 reactions. The task is: Predict the reaction yield, written as a fraction of the theoretical maximum amount of product (1.0 means a 100% yield; for example, 0.34 means a 34% yield). The reactants are [NH2:1][C:2]1[CH:3]=[C:4]([C:8]2[C:12]3[N:13]=[C:14]([NH:18][C:19]4[CH:24]=[C:23]([O:25][CH3:26])[C:22]([O:27][CH3:28])=[C:21]([O:29][CH3:30])[CH:20]=4)[N:15]=[C:16]([NH2:17])[C:11]=3[S:10][CH:9]=2)[CH:5]=[CH:6][CH:7]=1.C(N(CC)CC)C.[CH:38]([N:41]=[C:42]=[O:43])([CH3:40])[CH3:39].C(OCC)(=O)C. The catalyst is O1CCCC1. The product is [NH2:17][C:16]1[C:11]2[S:10][CH:9]=[C:8]([C:4]3[CH:3]=[C:2]([NH:1][C:42]([NH:41][CH:38]([CH3:40])[CH3:39])=[O:43])[CH:7]=[CH:6][CH:5]=3)[C:12]=2[N:13]=[C:14]([NH:18][C:19]2[CH:24]=[C:23]([O:25][CH3:26])[C:22]([O:27][CH3:28])=[C:21]([O:29][CH3:30])[CH:20]=2)[N:15]=1. The yield is 0.750.